From a dataset of Full USPTO retrosynthesis dataset with 1.9M reactions from patents (1976-2016). Predict the reactants needed to synthesize the given product. (1) Given the product [CH3:1][C:2]1[N:7]=[CH:6][C:5]([CH2:8][CH2:9][CH2:10][CH2:11][NH2:12])=[CH:4][CH:3]=1, predict the reactants needed to synthesize it. The reactants are: [CH3:1][C:2]1[N:7]=[CH:6][C:5]([CH2:8][CH2:9][CH2:10][CH2:11][N:12]2C(=O)C3C(=CC=CC=3)C2=O)=[CH:4][CH:3]=1.NN. (2) Given the product [CH2:31]([N:38]([CH3:39])[C:26]([N:17]1[CH2:16][CH2:15][C:12]2([C:11](=[O:20])[N:10]([C:7]3[CH:8]=[CH:9][C:4]([O:3][C:2]([F:1])([F:21])[F:22])=[CH:5][CH:6]=3)[CH2:14][CH2:13]2)[CH2:19][CH2:18]1)=[O:25])[C:32]1[CH:37]=[CH:36][CH:35]=[CH:34][CH:33]=1, predict the reactants needed to synthesize it. The reactants are: [F:1][C:2]([F:22])([F:21])[O:3][C:4]1[CH:9]=[CH:8][C:7]([N:10]2[CH2:14][CH2:13][C:12]3([CH2:19][CH2:18][NH:17][CH2:16][CH2:15]3)[C:11]2=[O:20])=[CH:6][CH:5]=1.O=C(Cl)[O:25][C:26](Cl)(Cl)Cl.[CH2:31]([NH:38][CH3:39])[C:32]1[CH:37]=[CH:36][CH:35]=[CH:34][CH:33]=1. (3) Given the product [CH3:17][C:16]([C:14]1[CH:13]=[CH:12][C:11]([O:19][CH2:20][CH2:37][CH2:38][N:32]2[CH2:31][CH2:30][CH:29]([C:26]3[C:25]4[CH:35]=[CH:36][C:22]([F:21])=[CH:23][C:24]=4[O:28][N:27]=3)[CH2:34][CH2:33]2)=[C:10]([O:9][CH3:8])[CH:15]=1)=[O:18], predict the reactants needed to synthesize it. The reactants are: CS(OCC[CH2:8][O:9][C:10]1[CH:15]=[C:14]([C:16](=[O:18])[CH3:17])[CH:13]=[CH:12][C:11]=1[O:19][CH3:20])(=O)=O.[F:21][C:22]1[CH:36]=[CH:35][C:25]2[C:26]([CH:29]3[CH2:34][CH2:33][NH:32][CH2:31][CH2:30]3)=[N:27][O:28][C:24]=2[CH:23]=1.[C:37]1(C)C=CC=C[CH:38]=1. (4) Given the product [Cl:1][C:2]1[CH:8]=[CH:7][C:5]([NH:6][C:17](=[O:18])[C:19]([F:22])([F:21])[F:20])=[C:4]([C:9]2[CH:14]=[C:13]([O:15][CH3:16])[N:12]=[CH:11][N:10]=2)[CH:3]=1, predict the reactants needed to synthesize it. The reactants are: [Cl:1][C:2]1[CH:8]=[CH:7][C:5]([NH2:6])=[C:4]([C:9]2[CH:14]=[C:13]([O:15][CH3:16])[N:12]=[CH:11][N:10]=2)[CH:3]=1.[C:17](O[C:17]([C:19]([F:22])([F:21])[F:20])=[O:18])([C:19]([F:22])([F:21])[F:20])=[O:18]. (5) The reactants are: [NH2:1][C:2]1[N:3]=[C:4](Cl)[C:5]2[CH:10]=[CH:9][N:8]([C@@H:11]3[O:17][C@H:16]([CH2:18][OH:19])[C@@H:14]([OH:15])[C@@:12]3([CH3:20])[OH:13])[C:6]=2[N:7]=1. Given the product [NH2:1][C:2]1[N:3]=[CH:4][C:5]2[CH:10]=[CH:9][N:8]([C@@H:11]3[O:17][C@H:16]([CH2:18][OH:19])[C@@H:14]([OH:15])[C@@:12]3([CH3:20])[OH:13])[C:6]=2[N:7]=1, predict the reactants needed to synthesize it. (6) Given the product [F:2][C:3]1[CH:4]=[C:5]([C@@H:10]([NH:12][C:42]([C:38]2[CH:37]=[C:36]3[C:41](=[CH:40][CH:39]=2)[N:33]([CH2:32][C:29]2[CH:28]=[CH:27][C:26]([C:21]4[C:20]([C:18]([OH:19])=[O:17])=[CH:25][CH:24]=[CH:23][CH:22]=4)=[CH:31][CH:30]=2)[C:34]([CH3:46])=[C:35]3[CH3:45])=[O:43])[CH3:11])[CH:6]=[CH:7][C:8]=1[F:9], predict the reactants needed to synthesize it. The reactants are: Cl.[F:2][C:3]1[CH:4]=[C:5]([C@@H:10]([NH2:12])[CH3:11])[CH:6]=[CH:7][C:8]=1[F:9].C([O:17][C:18]([C:20]1[CH:25]=[CH:24][CH:23]=[CH:22][C:21]=1[C:26]1[CH:31]=[CH:30][C:29]([CH2:32][N:33]2[C:41]3[C:36](=[CH:37][C:38]([C:42](O)=[O:43])=[CH:39][CH:40]=3)[C:35]([CH3:45])=[C:34]2[CH3:46])=[CH:28][CH:27]=1)=[O:19])(C)(C)C. (7) Given the product [Cl:1][C:2]1[CH:3]=[C:4]([C:8]#[C:9][C:10]2[N:11]=[C:12]([CH3:23])[N:13]([C:16]3[CH:21]=[CH:20][N:19]([CH2:24][CH3:25])[C:18](=[O:22])[CH:17]=3)[C:14]=2[CH3:15])[CH:5]=[CH:6][CH:7]=1, predict the reactants needed to synthesize it. The reactants are: [Cl:1][C:2]1[CH:3]=[C:4]([C:8]#[C:9][C:10]2[N:11]=[C:12]([CH3:23])[N:13]([C:16]3[CH:21]=[CH:20][NH:19][C:18](=[O:22])[CH:17]=3)[C:14]=2[CH3:15])[CH:5]=[CH:6][CH:7]=1.[CH2:24](I)[CH3:25].